From a dataset of Reaction yield outcomes from USPTO patents with 853,638 reactions. Predict the reaction yield, written as a fraction of the theoretical maximum amount of product (1.0 means a 100% yield; for example, 0.34 means a 34% yield). (1) The reactants are [Cl:1][C:2]1[CH:3]=[CH:4][C:5]2[N:9]=[CH:8][NH:7][C:6]=2[CH:10]=1.[OH-].[Na+].[Cl:13][CH2:14][CH2:15][CH2:16][CH2:17]Br. The catalyst is [Br-].C([N+](CCCC)(CCCC)CCCC)CCC. The product is [Cl:13][CH2:14][CH2:15][CH2:16][CH2:17][N:7]1[C:6]2[CH:10]=[C:2]([Cl:1])[CH:3]=[CH:4][C:5]=2[N:9]=[CH:8]1. The yield is 0.623. (2) The reactants are [NH:1]1[C:9]2[C:4](=[CH:5][CH:6]=[CH:7][CH:8]=2)[C:3]2([CH2:13][O:12][C:11]3[CH:14]=[C:15]4[C:19](=[CH:20][C:10]2=3)[CH2:18][CH2:17][O:16]4)[C:2]1=[O:21].C(=O)([O-])[O-].[Cs+].[Cs+].Cl[CH2:29][C:30]1[CH:31]=[N:32][C:33]([O:36][CH3:37])=[N:34][CH:35]=1.O. The catalyst is CN(C)C=O. The product is [CH3:37][O:36][C:33]1[N:34]=[CH:35][C:30]([CH2:29][N:1]2[C:9]3[C:4](=[CH:5][CH:6]=[CH:7][CH:8]=3)[C:3]3([CH2:13][O:12][C:11]4[CH:14]=[C:15]5[C:19](=[CH:20][C:10]3=4)[CH2:18][CH2:17][O:16]5)[C:2]2=[O:21])=[CH:31][N:32]=1. The yield is 0.730. (3) The yield is 0.520. The catalyst is CCO.Cl[Ni]Cl. The reactants are [CH2:1]([C:8]1[C:17]2[C:12](=[CH:13][CH:14]=[CH:15][CH:16]=2)[C:11]([N:18]2[CH2:23][CH2:22][N:21]([C:24]3[CH:31]=[CH:30][C:27]([C:28]#[N:29])=[CH:26][N:25]=3)[CH2:20][CH2:19]2)=[N:10][N:9]=1)[C:2]1[CH:7]=[CH:6][CH:5]=[CH:4][CH:3]=1.[BH4-].[Na+].[CH3:34][C:35](OC(C)=O)=[O:36]. The product is [CH2:1]([C:8]1[C:17]2[C:12](=[CH:13][CH:14]=[CH:15][CH:16]=2)[C:11]([N:18]2[CH2:23][CH2:22][N:21]([C:24]3[N:25]=[CH:26][C:27]([CH2:28][NH:29][C:35](=[O:36])[CH3:34])=[CH:30][CH:31]=3)[CH2:20][CH2:19]2)=[N:10][N:9]=1)[C:2]1[CH:3]=[CH:4][CH:5]=[CH:6][CH:7]=1. (4) The product is [Br:1][C:2]1[CH:7]=[CH:6][C:5]([C:8]2[N:31]([C:30]3[CH:32]=[CH:33][C:27]([CH:21]4[CH2:26][CH2:25][CH2:24][CH2:23][CH2:22]4)=[CH:28][CH:29]=3)[C:11]([C:13]3[CH:18]=[CH:17][C:16]([Br:19])=[CH:15][CH:14]=3)=[CH:10][CH:9]=2)=[CH:4][CH:3]=1. The reactants are [Br:1][C:2]1[CH:7]=[CH:6][C:5]([C:8](=O)[CH2:9][CH2:10][C:11]([C:13]2[CH:18]=[CH:17][C:16]([Br:19])=[CH:15][CH:14]=2)=O)=[CH:4][CH:3]=1.[CH:21]1([C:27]2[CH:33]=[CH:32][C:30]([NH2:31])=[CH:29][CH:28]=2)[CH2:26][CH2:25][CH2:24][CH2:23][CH2:22]1. The yield is 0.910. No catalyst specified.